This data is from CYP2C9 inhibition data for predicting drug metabolism from PubChem BioAssay. The task is: Regression/Classification. Given a drug SMILES string, predict its absorption, distribution, metabolism, or excretion properties. Task type varies by dataset: regression for continuous measurements (e.g., permeability, clearance, half-life) or binary classification for categorical outcomes (e.g., BBB penetration, CYP inhibition). Dataset: cyp2c9_veith. (1) The compound is COc1ccc(-n2c(-c3cnccn3)n[nH]c2=S)cc1. The result is 0 (non-inhibitor). (2) The drug is COc1ccccc1-c1nccc(-n2ccnc2)n1. The result is 0 (non-inhibitor). (3) The compound is COc1cc2c(cc1OC)C(CCN)=NCC2. The result is 0 (non-inhibitor). (4) The compound is Cc1noc(C)c1-c1nccc(N2CCNCC2)n1. The result is 0 (non-inhibitor). (5) The molecule is Cc1ccc(S(=O)(=O)CCC(=O)Nc2nc3c(s2)CCCC3)cc1. The result is 1 (inhibitor). (6) The drug is O=S(=O)(c1ccccc1)N1CCC2(CCCN(c3ccccn3)C2)CC1. The result is 1 (inhibitor). (7) The drug is Cc1cccc(CCNc2nc3ccccc3n3nnnc23)c1. The result is 0 (non-inhibitor). (8) The molecule is O=C(C/C=N/OCc1ccc(F)cc1Cl)c1cnc(-c2ccccc2)s1. The result is 1 (inhibitor). (9) The compound is CC(=O)NCCn1c(SCc2ccc(C)cc2)nc2ccccc2c1=O. The result is 1 (inhibitor).